This data is from Aqueous solubility values for 9,982 compounds from the AqSolDB database. The task is: Regression/Classification. Given a drug SMILES string, predict its absorption, distribution, metabolism, or excretion properties. Task type varies by dataset: regression for continuous measurements (e.g., permeability, clearance, half-life) or binary classification for categorical outcomes (e.g., BBB penetration, CYP inhibition). For this dataset (solubility_aqsoldb), we predict Y. (1) The drug is CCC(C)(C)OO. The Y is -0.217 log mol/L. (2) The drug is CCC(=O)OC. The Y is -0.150 log mol/L.